From a dataset of Reaction yield outcomes from USPTO patents with 853,638 reactions. Predict the reaction yield, written as a fraction of the theoretical maximum amount of product (1.0 means a 100% yield; for example, 0.34 means a 34% yield). (1) The reactants are [Cl:1][C:2]1[CH:7]=[CH:6][C:5]([C:8]2[C:9](=[O:18])[NH:10][C:11]3([CH2:17][CH2:16][CH2:15][CH2:14][CH2:13]3)[N:12]=2)=[CH:4][CH:3]=1.Br[CH2:20][C:21]([O:23][CH2:24][CH3:25])=[O:22].C(=O)([O-])[O-].[K+].[K+]. The catalyst is CC(C)=O. The product is [Cl:1][C:2]1[CH:3]=[CH:4][C:5]([C:8]2[C:9](=[O:18])[N:10]([CH2:20][C:21]([O:23][CH2:24][CH3:25])=[O:22])[C:11]3([CH2:17][CH2:16][CH2:15][CH2:14][CH2:13]3)[N:12]=2)=[CH:6][CH:7]=1. The yield is 0.590. (2) The reactants are [Br:1][C:2]1[CH:3]=[C:4]2[C:9](=[CH:10][CH:11]=1)[C:8]([C:12](=O)[CH3:13])=[C:7]([O:15][CH3:16])[CH:6]=[CH:5]2.[CH3:17][Mg]Cl. The catalyst is C1COCC1. The product is [Br:1][C:2]1[CH:3]=[C:4]2[C:9](=[CH:10][CH:11]=1)[C:8]([C:12]([CH3:17])=[CH2:13])=[C:7]([O:15][CH3:16])[CH:6]=[CH:5]2. The yield is 0.600. (3) The reactants are [F:1][C:2]1[CH:3]=[C:4]([C:35]2[C:36]([C:41]#[N:42])=[CH:37][CH:38]=[CH:39][CH:40]=2)[CH:5]=[CH:6][C:7]=1[CH2:8][C:9]1[C:10](=[O:34])[N:11]([C@H:21]2[CH2:26][CH2:25][C@H:24]([O:27][CH:28]([CH3:33])[CH:29]([OH:32])[CH2:30][F:31])[CH2:23][CH2:22]2)[C:12]2[N:13]([N:18]=[CH:19][N:20]=2)[C:14]=1[CH2:15][CH2:16][CH3:17].[CH3:43]C(OI1(OC(C)=O)(OC(C)=O)OC(=O)C2C=CC=CC1=2)=O.C(=O)([O-])O.[Na+].S([O-])([O-])(=O)=S.[Na+].[Na+]. The catalyst is C(#N)C. The product is [F:1][C:2]1[CH:3]=[C:4]([C:35]2[C:36]([C:41]#[N:42])=[CH:37][CH:38]=[CH:39][CH:40]=2)[CH:5]=[CH:6][C:7]=1[CH2:8][C:9]1[C:10](=[O:34])[N:11]([C@H:21]2[CH2:22][CH2:23][C@H:24]([O:27][CH:28]([C:29]3([CH2:30][F:31])[CH2:43][O:32]3)[CH3:33])[CH2:25][CH2:26]2)[C:12]2[N:13]([N:18]=[CH:19][N:20]=2)[C:14]=1[CH2:15][CH2:16][CH3:17]. The yield is 0.520. (4) The reactants are [OH:1][C:2]1[CH:18]=[CH:17][C:5]([C:6]([O:8][CH2:9][CH2:10][O:11][C:12](=[O:16])[C:13]([CH3:15])=[CH2:14])=[O:7])=[CH:4][CH:3]=1.[C:19]([O:24][CH2:25][CH2:26]O)(=[O:23])C(C)=C.C(N(CC)CC)C.C(OC(OC1C=CC(C(Cl)=O)=CC=1)=O)C. The catalyst is C(Cl)(Cl)Cl. The product is [C:12]([O:11][CH2:10][CH2:9][O:8][C:6](=[O:7])[C:5]1[CH:4]=[CH:3][C:2]([O:1][C:19]([O:24][CH2:25][CH3:26])=[O:23])=[CH:18][CH:17]=1)(=[O:16])[C:13]([CH3:15])=[CH2:14]. The yield is 0.850. (5) The reactants are N1C=CC=CC=1.CS(C)=O.[CH2:11]([C:13]1[C:14]([C:25]2[CH:26]=[CH:27][C:28]3[N:29]([CH:31]=[C:32]([CH2:34][OH:35])[N:33]=3)[CH:30]=2)=[N:15][C:16]([O:23][CH3:24])=[C:17]([CH:22]=1)[C:18]([O:20][CH3:21])=[O:19])[CH3:12].CCN(C(C)C)C(C)C. The catalyst is C(Cl)Cl. The product is [CH2:11]([C:13]1[C:14]([C:25]2[CH:26]=[CH:27][C:28]3[N:29]([CH:31]=[C:32]([CH:34]=[O:35])[N:33]=3)[CH:30]=2)=[N:15][C:16]([O:23][CH3:24])=[C:17]([CH:22]=1)[C:18]([O:20][CH3:21])=[O:19])[CH3:12]. The yield is 0.790. (6) The reactants are Br[C:2]1[CH:3]=[C:4]2[C:10]([C:11]3[CH:16]=[CH:15][CH:14]=[CH:13][C:12]=3[O:17][CH3:18])=[CH:9][N:8]([CH2:19][O:20][CH2:21][CH2:22][O:23][CH3:24])[C:5]2=[N:6][CH:7]=1.[Cl-].C(C1C=CC=C(C(C)C)[C:30]=1[C:38]1NC=[C:40]([C:43]2C(C(C)C)=CC=CC=2C(C)C)[NH+:39]=1)(C)C.CC(C)([O-:58])C.[K+]. The catalyst is C1C=CC(C#N)=CC=1.C1C=CC(C#N)=CC=1.Cl[Pd]Cl. The product is [CH3:24][O:23][CH2:22][CH2:21][O:20][CH2:19][N:8]1[C:5]2=[N:6][CH:7]=[C:2]([N:39]3[CH2:40][CH2:43][O:58][CH2:30][CH2:38]3)[CH:3]=[C:4]2[C:10]([C:11]2[CH:16]=[CH:15][CH:14]=[CH:13][C:12]=2[O:17][CH3:18])=[CH:9]1. The yield is 0.330.